From a dataset of Forward reaction prediction with 1.9M reactions from USPTO patents (1976-2016). Predict the product of the given reaction. (1) Given the reactants [CH3:1][CH:2]([CH3:31])[CH2:3][CH:4]([O:13][C:14](=[O:30])[CH2:15][N:16]([C:18](=[O:29])[CH2:19][N:20]([C:22]([O:24][C:25]([CH3:28])([CH3:27])[CH3:26])=[O:23])[CH3:21])[CH3:17])[C:5]([N:7]1[CH2:12][CH2:11][NH:10][CH2:9][CH2:8]1)=[O:6].Cl[C:33]1[C:42]2[C:37](=[CH:38][C:39]([CH3:43])=[CH:40][CH:41]=2)[N:36]=[C:35]([C:44]2[CH:49]=[CH:48][CH:47]=[CH:46][C:45]=2[OH:50])[N:34]=1.C(N(CC)CC)C, predict the reaction product. The product is: [OH:50][C:45]1[CH:46]=[CH:47][CH:48]=[CH:49][C:44]=1[C:35]1[N:34]=[C:33]([N:10]2[CH2:11][CH2:12][N:7]([C:5]([CH:4]([O:13][C:14](=[O:30])[CH2:15][N:16]([C:18](=[O:29])[CH2:19][N:20]([C:22]([O:24][C:25]([CH3:26])([CH3:28])[CH3:27])=[O:23])[CH3:21])[CH3:17])[CH2:3][CH:2]([CH3:31])[CH3:1])=[O:6])[CH2:8][CH2:9]2)[C:42]2[C:37](=[CH:38][C:39]([CH3:43])=[CH:40][CH:41]=2)[N:36]=1. (2) Given the reactants [CH3:1][C:2]([O-])([CH3:4])[CH3:3].[Na+].[I:7][C:8]1[CH:9]=C(C(=O)CC)C=C[CH:13]=1.CI.[Cl-].[Na+].[CH2:22]1[CH2:26][O:25][CH2:24][CH2:23]1, predict the reaction product. The product is: [I:7][C:8]1[CH:13]=[C:22]([C:26](=[O:25])[C:2]([CH3:4])([CH3:3])[CH3:1])[CH:23]=[CH:24][CH:9]=1. (3) Given the reactants [NH:1]1[CH2:5][CH2:4][CH:3]([OH:6])[CH2:2]1.CCN(C(C)C)C(C)C.[F:16][C:17]1[CH:25]=[CH:24][C:20]([C:21](Cl)=[O:22])=[CH:19][CH:18]=1.[OH-].[K+], predict the reaction product. The product is: [F:16][C:17]1[CH:25]=[CH:24][C:20]([C:21]([N:1]2[CH2:5][CH2:4][CH:3]([OH:6])[CH2:2]2)=[O:22])=[CH:19][CH:18]=1. (4) Given the reactants [NH2:1][C:2]1[CH:3]=[N:4][C:5]2[C:10]([C:11]=1[NH:12][CH2:13][C:14]([NH:17][S:18]([CH3:21])(=[O:20])=[O:19])([CH3:16])[CH3:15])=[CH:9][CH:8]=[C:7]([O:22][CH2:23][C:24]1[CH:29]=[CH:28][CH:27]=[CH:26][CH:25]=1)[CH:6]=2.NC1C=NC2C(C=1NCCCCNC(=O)OC(C)(C)C)=CC=[C:36]([O:54][CH2:55][C:56]1C=CC=CC=1)[CH:35]=2.C(OCC(Cl)=O)C.COCCC(Cl)=O, predict the reaction product. The product is: [CH2:23]([O:22][C:7]1[CH:8]=[CH:9][C:10]2[C:11]3[N:12]([CH2:13][C:14]([NH:17][S:18]([CH3:21])(=[O:19])=[O:20])([CH3:16])[CH3:15])[C:35]([CH2:36][O:54][CH2:55][CH3:56])=[N:1][C:2]=3[CH:3]=[N:4][C:5]=2[CH:6]=1)[C:24]1[CH:25]=[CH:26][CH:27]=[CH:28][CH:29]=1. (5) The product is: [Cl:1][C:2]1[CH:3]=[C:4]([C:8]2[N:12]=[CH:11][N:10](/[CH:13]=[CH:14]\[C:15]3[O:16][CH:19]=[N:18][N:17]=3)[N:9]=2)[CH:5]=[CH:6][CH:7]=1. Given the reactants [Cl:1][C:2]1[CH:3]=[C:4]([C:8]2[N:12]=[CH:11][N:10](/[CH:13]=[CH:14]\[C:15]([NH:17][NH2:18])=[O:16])[N:9]=2)[CH:5]=[CH:6][CH:7]=1.[CH:19](OCC)(OCC)OCC.CS(O)(=O)=O, predict the reaction product. (6) Given the reactants [F:1][C:2]1[CH:3]=[C:4]2[C:9](=[CH:10][CH:11]=1)[C:8](=[O:12])[NH:7][CH2:6][CH2:5]2.I[C:14]1[CH:15]=[N:16][CH:17]=[CH:18][C:19]=1[CH3:20].P([O-])([O-])([O-])=O.[K+].[K+].[K+], predict the reaction product. The product is: [F:1][C:2]1[CH:3]=[C:4]2[C:9](=[CH:10][CH:11]=1)[C:8](=[O:12])[N:7]([C:14]1[CH:15]=[N:16][CH:17]=[CH:18][C:19]=1[CH3:20])[CH2:6][CH2:5]2. (7) Given the reactants [Cl-].[NH4+].[CH2:3]([O:10][C:11]1[CH:16]=[CH:15][C:14]([N+:17]([O-])=O)=[CH:13][N:12]=1)[C:4]1[CH:9]=[CH:8][CH:7]=[CH:6][CH:5]=1, predict the reaction product. The product is: [CH2:3]([O:10][C:11]1[N:12]=[CH:13][C:14]([NH2:17])=[CH:15][CH:16]=1)[C:4]1[CH:5]=[CH:6][CH:7]=[CH:8][CH:9]=1. (8) Given the reactants [N:1]1[CH:6]=[CH:5][C:4]([C:7]2[NH:11][N:10]=[C:9]([NH:12]C(=O)C)[CH:8]=2)=[CH:3][CH:2]=1, predict the reaction product. The product is: [N:1]1[CH:2]=[CH:3][C:4]([C:7]2[NH:11][N:10]=[C:9]([NH2:12])[CH:8]=2)=[CH:5][CH:6]=1.